From a dataset of Reaction yield outcomes from USPTO patents with 853,638 reactions. Predict the reaction yield, written as a fraction of the theoretical maximum amount of product (1.0 means a 100% yield; for example, 0.34 means a 34% yield). The reactants are [CH2:1]([O:3][C:4](=[O:14])[C:5]([CH3:13])([CH:7]1[CH2:12][CH2:11][NH:10][CH2:9][CH2:8]1)[CH3:6])[CH3:2].Cl[C:16]1[CH:21]=[CH:20][C:19]([N+:22]([O-:24])=[O:23])=[CH:18][N:17]=1.C(N(C(C)C)CC)(C)C. The catalyst is O1CCCC1. The product is [CH2:1]([O:3][C:4](=[O:14])[C:5]([CH3:13])([CH:7]1[CH2:12][CH2:11][N:10]([C:16]2[CH:21]=[CH:20][C:19]([N+:22]([O-:24])=[O:23])=[CH:18][N:17]=2)[CH2:9][CH2:8]1)[CH3:6])[CH3:2]. The yield is 0.920.